This data is from NCI-60 drug combinations with 297,098 pairs across 59 cell lines. The task is: Regression. Given two drug SMILES strings and cell line genomic features, predict the synergy score measuring deviation from expected non-interaction effect. (1) Drug 1: CC1=C2C(C(=O)C3(C(CC4C(C3C(C(C2(C)C)(CC1OC(=O)C(C(C5=CC=CC=C5)NC(=O)C6=CC=CC=C6)O)O)OC(=O)C7=CC=CC=C7)(CO4)OC(=O)C)O)C)OC(=O)C. Drug 2: CC12CCC3C(C1CCC2OP(=O)(O)O)CCC4=C3C=CC(=C4)OC(=O)N(CCCl)CCCl.[Na+]. Cell line: RPMI-8226. Synergy scores: CSS=81.0, Synergy_ZIP=22.9, Synergy_Bliss=17.4, Synergy_Loewe=-47.0, Synergy_HSA=19.6. (2) Drug 1: CC1=CC2C(CCC3(C2CCC3(C(=O)C)OC(=O)C)C)C4(C1=CC(=O)CC4)C. Drug 2: CC1C(C(CC(O1)OC2CC(OC(C2O)C)OC3=CC4=CC5=C(C(=O)C(C(C5)C(C(=O)C(C(C)O)O)OC)OC6CC(C(C(O6)C)O)OC7CC(C(C(O7)C)O)OC8CC(C(C(O8)C)O)(C)O)C(=C4C(=C3C)O)O)O)O. Cell line: A498. Synergy scores: CSS=7.74, Synergy_ZIP=1.01, Synergy_Bliss=3.91, Synergy_Loewe=4.83, Synergy_HSA=4.85. (3) Drug 1: C1C(C(OC1N2C=NC3=C(N=C(N=C32)Cl)N)CO)O. Drug 2: C(CN)CNCCSP(=O)(O)O. Cell line: U251. Synergy scores: CSS=10.9, Synergy_ZIP=-3.41, Synergy_Bliss=-4.09, Synergy_Loewe=-28.3, Synergy_HSA=-7.81.